Predict the product of the given reaction. From a dataset of Forward reaction prediction with 1.9M reactions from USPTO patents (1976-2016). Given the reactants Cl.[F:2][C:3]1[CH:4]=[C:5]([S:10]([NH:13][C:14]2[C:23]3[C:18](=[CH:19][CH:20]=[CH:21][CH:22]=3)[C:17]([N:24]3[CH2:30][CH2:29][CH2:28][N:27]([CH3:31])[CH2:26][CH2:25]3)=[CH:16][CH:15]=2)(=[O:12])=[O:11])[CH:6]=[CH:7][C:8]=1F.N1C=CC=CC=1.FC1C=C(S([Cl:48])(=O)=O)C=CC=1, predict the reaction product. The product is: [ClH:48].[F:2][C:3]1[CH:4]=[C:5]([S:10]([NH:13][C:14]2[C:23]3[C:18](=[CH:19][CH:20]=[CH:21][CH:22]=3)[C:17]([N:24]3[CH2:30][CH2:29][CH2:28][N:27]([CH3:31])[CH2:26][CH2:25]3)=[CH:16][CH:15]=2)(=[O:11])=[O:12])[CH:6]=[CH:7][CH:8]=1.